From a dataset of Reaction yield outcomes from USPTO patents with 853,638 reactions. Predict the reaction yield, written as a fraction of the theoretical maximum amount of product (1.0 means a 100% yield; for example, 0.34 means a 34% yield). (1) The reactants are [Cl:1][C:2]1[CH:3]=[C:4]([C:8]2[N:9]=[C:10]([NH:17][C:18]3[CH:23]=[CH:22][C:21]([CH2:24][CH:25]=[O:26])=[CH:20][CH:19]=3)[C:11]3[CH2:16][CH2:15][CH2:14][C:12]=3[N:13]=2)[CH:5]=[CH:6][CH:7]=1.C[Si](C)(C)[C:29]([F:32])([F:31])[F:30].[F-].C([NH+](CCCC)CCCC)CCC. The catalyst is C1COCC1.O. The product is [Cl:1][C:2]1[CH:3]=[C:4]([C:8]2[N:9]=[C:10]([NH:17][C:18]3[CH:19]=[CH:20][C:21]([CH2:24][CH:25]([OH:26])[C:29]([F:32])([F:31])[F:30])=[CH:22][CH:23]=3)[C:11]3[CH2:16][CH2:15][CH2:14][C:12]=3[N:13]=2)[CH:5]=[CH:6][CH:7]=1. The yield is 0.0700. (2) The reactants are Cl.[Br:2][C:3]1[CH:20]=[C:19](/[CH:21]=[CH:22]/[CH:23]([C:28]2[CH:33]=[C:32]([Cl:34])[C:31]([Cl:35])=[C:30]([Cl:36])[CH:29]=2)[C:24]([F:27])([F:26])[F:25])[CH:18]=[CH:17][C:4]=1[C:5]([NH:7][N:8](C)[C:9](OC(C)(C)C)=O)=[O:6]. The catalyst is O1CCOCC1. The product is [Br:2][C:3]1[CH:20]=[C:19](/[CH:21]=[CH:22]/[CH:23]([C:28]2[CH:29]=[C:30]([Cl:36])[C:31]([Cl:35])=[C:32]([Cl:34])[CH:33]=2)[C:24]([F:26])([F:27])[F:25])[CH:18]=[CH:17][C:4]=1[C:5]([NH:7][NH:8][CH3:9])=[O:6]. The yield is 0.990. (3) The reactants are [CH3:1][O:2][C:3](=[O:15])[C:4]1[CH:13]=[CH:12][C:11]2[C:6](=[C:7]([OH:14])[CH:8]=[CH:9][CH:10]=2)[N:5]=1.[C:16]([O:20][C:21](=[O:28])[CH2:22][CH2:23][CH2:24][CH2:25][CH2:26]Br)([CH3:19])([CH3:18])[CH3:17].C(=O)([O-])[O-].[K+].[K+]. The catalyst is CN(C=O)C. The product is [C:16]([O:20][C:21](=[O:28])[CH2:22][CH2:23][CH2:24][CH2:25][CH2:26][O:14][C:7]1[CH:8]=[CH:9][CH:10]=[C:11]2[C:6]=1[N:5]=[C:4]([C:3]([O:2][CH3:1])=[O:15])[CH:13]=[CH:12]2)([CH3:19])([CH3:18])[CH3:17]. The yield is 0.860.